Dataset: Full USPTO retrosynthesis dataset with 1.9M reactions from patents (1976-2016). Task: Predict the reactants needed to synthesize the given product. (1) Given the product [CH3:1][O:2][C:3]1[CH:4]=[CH:5][C:6]2[O:10][C:9](=[O:11])[N:8]([CH2:16][C:17]([O:19][CH2:20][CH3:21])=[O:18])[C:7]=2[CH:12]=1, predict the reactants needed to synthesize it. The reactants are: [CH3:1][O:2][C:3]1[CH:4]=[CH:5][C:6]2[O:10][C:9](=[O:11])[NH:8][C:7]=2[CH:12]=1.[H-].[Na+].Br[CH2:16][C:17]([O:19][CH2:20][CH3:21])=[O:18].FC(F)(F)C(O)=O. (2) The reactants are: [F:1][C:2]([F:35])([F:34])[C:3]1[CH:4]=[C:5]([C:13]([N:15]2[CH2:20][CH2:19][C@H:18]([N:21]3[CH2:26][CH2:25][NH:24][CH2:23][CH2:22]3)[C@H:17]([C:27]3[CH:32]=[CH:31][C:30]([F:33])=[CH:29][CH:28]=3)[CH2:16]2)=[O:14])[CH:6]=[C:7]([C:9]([F:12])([F:11])[F:10])[CH:8]=1.[CH:36]1([C:39](Cl)=[O:40])[CH2:38][CH2:37]1. Given the product [F:11][C:9]([F:10])([F:12])[C:7]1[CH:6]=[C:5]([C:13]([N:15]2[CH2:20][CH2:19][C@H:18]([N:21]3[CH2:22][CH2:23][N:24]([C:39]([CH:36]4[CH2:38][CH2:37]4)=[O:40])[CH2:25][CH2:26]3)[C@H:17]([C:27]3[CH:28]=[CH:29][C:30]([F:33])=[CH:31][CH:32]=3)[CH2:16]2)=[O:14])[CH:4]=[C:3]([C:2]([F:1])([F:34])[F:35])[CH:8]=1, predict the reactants needed to synthesize it.